From a dataset of Full USPTO retrosynthesis dataset with 1.9M reactions from patents (1976-2016). Predict the reactants needed to synthesize the given product. (1) Given the product [Cl:1][C:2]1[CH:7]=[CH:6][C:5]([Cl:8])=[CH:4][C:3]=1[CH:9]1[CH2:15][CH2:14][CH2:13][CH2:12][C:11](=[CH:22][N:23]([CH3:25])[CH3:24])[C:10]1=[O:16], predict the reactants needed to synthesize it. The reactants are: [Cl:1][C:2]1[CH:7]=[CH:6][C:5]([Cl:8])=[CH:4][C:3]=1[CH:9]1[CH2:15][CH2:14][CH2:13][CH2:12][CH2:11][C:10]1=[O:16].C(O[CH:22](N(C)C)[N:23]([CH3:25])[CH3:24])(C)(C)C. (2) Given the product [ClH:18].[CH3:1][N:2]1[C:7]2=[CH:8][C:9]3[CH2:15][CH2:14][N:13]([CH2:19][CH2:20][CH2:21][S:22][C:23]4[N:24]([CH3:39])[C:25]([C:28]5[CH:37]=[CH:36][CH:35]=[C:34]6[C:29]=5[CH:30]=[CH:31][C:32]([CH3:38])=[N:33]6)=[N:26][N:27]=4)[CH2:12][CH2:11][C:10]=3[CH:16]=[C:6]2[O:5][CH2:4][C:3]1=[O:17], predict the reactants needed to synthesize it. The reactants are: [CH3:1][N:2]1[C:7]2=[CH:8][C:9]3[CH2:15][CH2:14][NH:13][CH2:12][CH2:11][C:10]=3[CH:16]=[C:6]2[O:5][CH2:4][C:3]1=[O:17].[Cl:18][CH2:19][CH2:20][CH2:21][S:22][C:23]1[N:24]([CH3:39])[C:25]([C:28]2[CH:37]=[CH:36][CH:35]=[C:34]3[C:29]=2[CH:30]=[CH:31][C:32]([CH3:38])=[N:33]3)=[N:26][N:27]=1. (3) Given the product [O:13]=[C:8]1[CH:9]=[CH:10][CH:11]=[CH:12][N:7]1[C@@H:5]([CH3:6])[C:4]([OH:14])=[O:3], predict the reactants needed to synthesize it. The reactants are: C([O:3][C:4](=[O:14])[C@@H:5]([N:7]1[CH:12]=[CH:11][CH:10]=[CH:9][C:8]1=[O:13])[CH3:6])C.C1COCC1.[OH-].[Na+]. (4) Given the product [CH3:38][O:39][C:40]1[C:45]([NH:46][C:11](=[O:13])[C:10]2[CH:14]=[C:15]([C:18]3[CH:23]=[CH:22][N:21]=[CH:20][CH:19]=3)[CH:16]=[CH:17][C:9]=2[O:8][CH2:7][C:1]2[CH:2]=[CH:3][CH:4]=[CH:5][CH:6]=2)=[CH:44][CH:43]=[CH:42][N:41]=1, predict the reactants needed to synthesize it. The reactants are: [C:1]1([CH2:7][O:8][C:9]2[CH:17]=[CH:16][C:15]([C:18]3[CH:23]=[CH:22][N:21]=[CH:20][CH:19]=3)=[CH:14][C:10]=2[C:11]([OH:13])=O)[CH:6]=[CH:5][CH:4]=[CH:3][CH:2]=1.C(Cl)CCl.C1C=CC2N(O)N=NC=2C=1.[CH3:38][O:39][C:40]1[C:45]([NH2:46])=[CH:44][CH:43]=[CH:42][N:41]=1. (5) The reactants are: [F:1][C:2]1[CH:3]=[C:4]([CH2:9][C:10]([NH:12][C@H:13]([C:15]([OH:17])=O)[CH3:14])=[O:11])[CH:5]=[C:6]([F:8])[CH:7]=1.Cl.[NH2:19][CH:20]([CH:26]1[CH2:31][CH2:30][CH2:29][CH2:28][CH2:27]1)[C:21]([O:23][CH2:24][CH3:25])=[O:22]. Given the product [F:8][C:6]1[CH:5]=[C:4]([CH2:9][C:10]([NH:12][C@H:13]([C:15]([NH:19][CH:20]([CH:26]2[CH2:31][CH2:30][CH2:29][CH2:28][CH2:27]2)[C:21]([O:23][CH2:24][CH3:25])=[O:22])=[O:17])[CH3:14])=[O:11])[CH:3]=[C:2]([F:1])[CH:7]=1, predict the reactants needed to synthesize it. (6) Given the product [F:21][C:19]1[CH:20]=[C:12]([N:8]2[CH2:7][C@H:6]([C:4]([NH2:1])=[O:3])[O:10][C:9]2=[O:11])[CH:13]=[C:14]2[C:18]=1[N:17]([CH3:22])[C:16](=[O:23])[CH2:15]2, predict the reactants needed to synthesize it. The reactants are: [NH3:1].C[O:3][C:4]([C@@H:6]1[O:10][C:9](=[O:11])[N:8]([C:12]2[CH:13]=[C:14]3[C:18](=[C:19]([F:21])[CH:20]=2)[N:17]([CH3:22])[C:16](=[O:23])[CH2:15]3)[CH2:7]1)=O.